This data is from NCI-60 drug combinations with 297,098 pairs across 59 cell lines. The task is: Regression. Given two drug SMILES strings and cell line genomic features, predict the synergy score measuring deviation from expected non-interaction effect. Drug 1: C1=CC(=CC=C1C#N)C(C2=CC=C(C=C2)C#N)N3C=NC=N3. Drug 2: C1=NC2=C(N=C(N=C2N1C3C(C(C(O3)CO)O)F)Cl)N. Cell line: SK-MEL-5. Synergy scores: CSS=11.0, Synergy_ZIP=-3.37, Synergy_Bliss=0.206, Synergy_Loewe=-10.2, Synergy_HSA=1.58.